This data is from Peptide-MHC class I binding affinity with 185,985 pairs from IEDB/IMGT. The task is: Regression. Given a peptide amino acid sequence and an MHC pseudo amino acid sequence, predict their binding affinity value. This is MHC class I binding data. (1) The peptide sequence is KRSTPFYTK. The MHC is HLA-B08:03 with pseudo-sequence HLA-B08:03. The binding affinity (normalized) is 0.0847. (2) The peptide sequence is YVDIDVYCI. The MHC is HLA-A02:01 with pseudo-sequence HLA-A02:01. The binding affinity (normalized) is 0.523. (3) The peptide sequence is AFPTSCHMFIICF. The MHC is HLA-B44:02 with pseudo-sequence HLA-B44:02. The binding affinity (normalized) is 0.0109.